From a dataset of NCI-60 drug combinations with 297,098 pairs across 59 cell lines. Regression. Given two drug SMILES strings and cell line genomic features, predict the synergy score measuring deviation from expected non-interaction effect. (1) Drug 1: CC1=C(C(=CC=C1)Cl)NC(=O)C2=CN=C(S2)NC3=CC(=NC(=N3)C)N4CCN(CC4)CCO. Drug 2: CC(C)CN1C=NC2=C1C3=CC=CC=C3N=C2N. Cell line: A549. Synergy scores: CSS=13.4, Synergy_ZIP=2.54, Synergy_Bliss=2.78, Synergy_Loewe=0.968, Synergy_HSA=2.72. (2) Drug 1: CCN(CC)CCCC(C)NC1=C2C=C(C=CC2=NC3=C1C=CC(=C3)Cl)OC. Drug 2: CC1CCCC2(C(O2)CC(NC(=O)CC(C(C(=O)C(C1O)C)(C)C)O)C(=CC3=CSC(=N3)C)C)C. Cell line: SN12C. Synergy scores: CSS=34.1, Synergy_ZIP=-2.84, Synergy_Bliss=-2.64, Synergy_Loewe=-14.2, Synergy_HSA=-0.433. (3) Drug 1: C1CN1P(=S)(N2CC2)N3CC3. Drug 2: N.N.Cl[Pt+2]Cl. Cell line: OVCAR-5. Synergy scores: CSS=49.9, Synergy_ZIP=-3.49, Synergy_Bliss=-2.78, Synergy_Loewe=-9.89, Synergy_HSA=-0.499. (4) Synergy scores: CSS=1.22, Synergy_ZIP=-1.59, Synergy_Bliss=-3.75, Synergy_Loewe=-14.0, Synergy_HSA=-2.92. Cell line: SW-620. Drug 2: C(CN)CNCCSP(=O)(O)O. Drug 1: COC1=C2C(=CC3=C1OC=C3)C=CC(=O)O2. (5) Drug 1: C1C(C(OC1N2C=C(C(=O)NC2=O)F)CO)O. Drug 2: CC1=C(C=C(C=C1)NC(=O)C2=CC=C(C=C2)CN3CCN(CC3)C)NC4=NC=CC(=N4)C5=CN=CC=C5. Cell line: EKVX. Synergy scores: CSS=-1.81, Synergy_ZIP=0.562, Synergy_Bliss=-1.92, Synergy_Loewe=-2.39, Synergy_HSA=-3.41.